Dataset: Reaction yield outcomes from USPTO patents with 853,638 reactions. Task: Predict the reaction yield, written as a fraction of the theoretical maximum amount of product (1.0 means a 100% yield; for example, 0.34 means a 34% yield). (1) The reactants are C([O:3][C:4]([C:6]1[C:18]2[N:10]([C:11]3[CH:12]=[CH:13][CH:14]=[CH:15][C:16]=3[N:17]=2)[C:9]2[N:19]=[C:20]([N:23]3[CH2:29][CH2:28][CH2:27][N:26]([CH3:30])[CH2:25][CH2:24]3)[CH:21]=[CH:22][C:8]=2[CH:7]=1)=[O:5])C.[OH-].[Na+]. The catalyst is O.CCO. The product is [CH3:30][N:26]1[CH2:27][CH2:28][CH2:29][N:23]([C:20]2[CH:21]=[CH:22][C:8]3[CH:7]=[C:6]([C:4]([OH:5])=[O:3])[C:18]4[N:10]([C:9]=3[N:19]=2)[C:11]2[CH:12]=[CH:13][CH:14]=[CH:15][C:16]=2[N:17]=4)[CH2:24][CH2:25]1. The yield is 0.890. (2) The reactants are [Cl:1][C:2]1[CH:7]=[CH:6][C:5]([S:8]([C:11](=[C:14](SC)[NH:15][C:16]2[CH:17]=[N:18][CH:19]=[CH:20][CH:21]=2)[C:12]#[N:13])(=[O:10])=[O:9])=[CH:4][CH:3]=1.[CH3:24][CH:25]([NH2:30])[C:26]([CH3:29])([CH3:28])[CH3:27]. No catalyst specified. The product is [Cl:1][C:2]1[CH:7]=[CH:6][C:5]([S:8]([C:11](=[C:14]([NH:15][C:16]2[CH:17]=[N:18][CH:19]=[CH:20][CH:21]=2)[NH:30][CH:25]([CH3:24])[C:26]([CH3:29])([CH3:28])[CH3:27])[C:12]#[N:13])(=[O:10])=[O:9])=[CH:4][CH:3]=1. The yield is 0.580. (3) The reactants are [F:1][C:2]([F:36])([F:35])[C:3]1[CH:4]=[C:5]([C:13]([CH3:34])([CH3:33])[C:14]([N:16]([C:18]2[CH:19]=[N:20][C:21](Cl)=[CH:22][C:23]=2[C:24]2[CH:29]=[CH:28][C:27]([F:30])=[CH:26][C:25]=2[CH3:31])[CH3:17])=[O:15])[CH:6]=[C:7]([C:9]([F:12])([F:11])[F:10])[CH:8]=1.[OH:37][CH2:38][CH:39]1[CH2:44][CH2:43][NH:42][CH2:41][CH2:40]1.[Cl-].[Li+].C(=O)([O-])[O-].[K+].[K+]. The catalyst is CS(C)=O.O. The product is [F:1][C:2]([F:36])([F:35])[C:3]1[CH:4]=[C:5]([C:13]([CH3:34])([CH3:33])[C:14]([N:16]([C:18]2[C:23]([C:24]3[CH:29]=[CH:28][C:27]([F:30])=[CH:26][C:25]=3[CH3:31])=[CH:22][C:21]([N:42]3[CH2:43][CH2:44][CH:39]([CH2:38][OH:37])[CH2:40][CH2:41]3)=[N:20][CH:19]=2)[CH3:17])=[O:15])[CH:6]=[C:7]([C:9]([F:12])([F:11])[F:10])[CH:8]=1. The yield is 0.740. (4) The reactants are [CH2:1]([O:5][C:6]1[CH:11]=[C:10]([O:12][C:13]2[CH:18]=[CH:17][C:16]([C:19]([F:22])([F:21])[F:20])=[CH:15][N:14]=2)[CH:9]=[CH:8][C:7]=1[CH2:23][CH2:24][C:25](OCC)=[O:26])[CH:2]([CH3:4])[CH3:3].[H-].[Al+3].[Li+].[H-].[H-].[H-].O.O.O.O.O.O.O.O.O.O.S([O-])([O-])(=O)=O.[Na+].[Na+]. The catalyst is O1CCCC1. The product is [CH2:1]([O:5][C:6]1[CH:11]=[C:10]([O:12][C:13]2[CH:18]=[CH:17][C:16]([C:19]([F:20])([F:21])[F:22])=[CH:15][N:14]=2)[CH:9]=[CH:8][C:7]=1[CH2:23][CH2:24][CH2:25][OH:26])[CH:2]([CH3:4])[CH3:3]. The yield is 0.990. (5) The reactants are [CH3:1][O:2][C:3]1[CH:4]=[C:5]([C:13](=[O:15])[CH3:14])[CH:6]=[C:7]([O:11][CH3:12])[C:8]=1[O:9][CH3:10].[CH3:16][O:17][C:18]1[CH:23]=[CH:22][C:21]([C:24]2[CH:28]=[C:27]([CH:29]=O)[NH:26][N:25]=2)=[CH:20][CH:19]=1.[OH-].[K+]. The catalyst is CO.C(OCC)(=O)C.CCCCCC. The product is [CH3:16][O:17][C:18]1[CH:19]=[CH:20][C:21]([C:24]2[CH:28]=[C:27](/[CH:29]=[CH:14]/[C:13]([C:5]3[CH:6]=[C:7]([O:11][CH3:12])[C:8]([O:9][CH3:10])=[C:3]([O:2][CH3:1])[CH:4]=3)=[O:15])[NH:26][N:25]=2)=[CH:22][CH:23]=1. The yield is 0.647.